Dataset: TCR-epitope binding with 47,182 pairs between 192 epitopes and 23,139 TCRs. Task: Binary Classification. Given a T-cell receptor sequence (or CDR3 region) and an epitope sequence, predict whether binding occurs between them. (1) The epitope is YIFFASFYY. The TCR CDR3 sequence is CASSEAVSYEAFF. Result: 1 (the TCR binds to the epitope). (2) The epitope is GILGFVFTL. The TCR CDR3 sequence is CASSDPAGNTIYF. Result: 1 (the TCR binds to the epitope). (3) The TCR CDR3 sequence is CASSQESLAGHPPYEQYF. The epitope is SSNVANYQK. Result: 1 (the TCR binds to the epitope). (4) The epitope is ILGLPTQTV. The TCR CDR3 sequence is CASSLVSSPEAFF. Result: 1 (the TCR binds to the epitope). (5) The epitope is KLPDDFTGCV. The TCR CDR3 sequence is CASSLDALSSYNSPLHF. Result: 1 (the TCR binds to the epitope).